Dataset: Reaction yield outcomes from USPTO patents with 853,638 reactions. Task: Predict the reaction yield, written as a fraction of the theoretical maximum amount of product (1.0 means a 100% yield; for example, 0.34 means a 34% yield). (1) The product is [ClH:11].[NH2:1][C@H:2]([CH2:6][CH:7]=[CH2:8])[C:3]([O:5][CH3:13])=[O:4]. No catalyst specified. The yield is 1.00. The reactants are [NH2:1][C@H:2]([CH2:6][CH:7]=[CH2:8])[C:3]([OH:5])=[O:4].S(Cl)([Cl:11])=O.[CH3:13]O. (2) The yield is 0.540. The catalyst is C(Cl)(=O)C(Cl)=O.CN(C)C(=O)C. The reactants are [Cl:1][C:2]1[C:10]([C:11]2([C:14]#[N:15])[CH2:13][CH2:12]2)=[CH:9][CH:8]=[CH:7][C:3]=1[C:4]([OH:6])=O.CN(C)C=O.[NH2:21][C:22]1[CH:23]=[C:24]([CH:39]=[CH:40][C:41]=1[F:42])[O:25][C:26]1[N:31]=[C:30]2[S:32][C:33]([NH:35][C:36](=[O:38])[CH3:37])=[N:34][C:29]2=[CH:28][CH:27]=1.O. The product is [C:36]([NH:35][C:33]1[S:32][C:30]2[C:29]([N:34]=1)=[CH:28][CH:27]=[C:26]([O:25][C:24]1[CH:39]=[CH:40][C:41]([F:42])=[C:22]([NH:21][C:4](=[O:6])[C:3]3[CH:7]=[CH:8][CH:9]=[C:10]([C:11]4([C:14]#[N:15])[CH2:13][CH2:12]4)[C:2]=3[Cl:1])[CH:23]=1)[N:31]=2)(=[O:38])[CH3:37]. (3) The reactants are Cl.[O:2]1[C:6]2[CH:7]=[CH:8][CH:9]=[CH:10][C:5]=2[C:4]([CH2:11][NH2:12])=[CH:3]1.F[C:14]1[CH:22]=[N:21][CH:20]=[CH:19][C:15]=1[C:16]([OH:18])=[O:17]. No catalyst specified. The product is [O:2]1[C:6]2[CH:7]=[CH:8][CH:9]=[CH:10][C:5]=2[C:4]([CH2:11][NH:12][C:19]2[CH:20]=[N:21][CH:22]=[CH:14][C:15]=2[C:16]([OH:18])=[O:17])=[CH:3]1. The yield is 0.0800. (4) The reactants are [NH2:1][C:2]1[CH:10]=[C:9]2[C:5]([CH2:6][C:7](=[O:11])[NH:8]2)=[CH:4][C:3]=1[F:12].N1C=CC=CC=1.[CH3:19][O:20][CH2:21][C:22](Cl)=[O:23]. The catalyst is O1CCCC1. The product is [F:12][C:3]1[CH:4]=[C:5]2[C:9](=[CH:10][C:2]=1[NH:1][C:22](=[O:23])[CH2:21][O:20][CH3:19])[NH:8][C:7](=[O:11])[CH2:6]2. The yield is 0.406. (5) The reactants are Br[CH2:2][C:3]1[CH:16]=[CH:15][C:6]([C:7]([C:9]2[CH:14]=[CH:13][CH:12]=[CH:11][CH:10]=2)=[O:8])=[CH:5][CH:4]=1.C(=O)([O-])[O-:18].[Ca+2]. The catalyst is O1CCOCC1.O. The product is [OH:18][CH2:2][C:3]1[CH:16]=[CH:15][C:6]([C:7]([C:9]2[CH:14]=[CH:13][CH:12]=[CH:11][CH:10]=2)=[O:8])=[CH:5][CH:4]=1. The yield is 0.890.